This data is from Full USPTO retrosynthesis dataset with 1.9M reactions from patents (1976-2016). The task is: Predict the reactants needed to synthesize the given product. (1) The reactants are: Cl.[NH2:2][C@H:3]1[C:12]([CH2:15][CH3:16])([CH2:13][CH3:14])[C:11]2[CH:10]=[C:9]([OH:17])[CH:8]=[CH:7][C:6]=2[CH2:5][C@@H:4]1[O:18][CH3:19].[CH3:20][O:21][C:22](=[O:34])[C@H:23]([CH2:27][CH:28]1[CH2:33][CH2:32][CH2:31][CH2:30][CH2:29]1)[CH2:24][CH:25]=O.C(N(CC)CC)C.C(O[BH-](OC(=O)C)OC(=O)C)(=O)C.[Na+]. Given the product [CH3:20][O:21][C:22](=[O:34])[C@H:23]([CH2:27][CH:28]1[CH2:29][CH2:30][CH2:31][CH2:32][CH2:33]1)[CH2:24][CH2:25][NH:2][C@@H:3]1[C@@H:4]([O:18][CH3:19])[CH2:5][C:6]2[C:11](=[CH:10][C:9]([OH:17])=[CH:8][CH:7]=2)[C:12]1([CH2:15][CH3:16])[CH2:13][CH3:14], predict the reactants needed to synthesize it. (2) Given the product [CH:40]1([N:29]2[C:28]3[N:27]=[C:26]([NH:1][C:2]4[CH:3]=[CH:4][C:5]([C:15]([O:17][CH2:18][C:19]5[CH:20]=[CH:21][CH:22]=[CH:23][CH:24]=5)=[O:16])=[C:6]5[C:10]=4[O:9][CH:8]([CH2:11][N:12]([CH3:14])[CH3:13])[CH2:7]5)[N:35]=[CH:34][C:33]=3[N:32]([CH3:36])[C:31](=[O:37])[C@H:30]2[CH2:38][CH3:39])[CH2:41][CH2:42][CH2:43][CH2:44]1, predict the reactants needed to synthesize it. The reactants are: [NH2:1][C:2]1[CH:3]=[CH:4][C:5]([C:15]([O:17][CH2:18][C:19]2[CH:24]=[CH:23][CH:22]=[CH:21][CH:20]=2)=[O:16])=[C:6]2[C:10]=1[O:9][CH:8]([CH2:11][N:12]([CH3:14])[CH3:13])[CH2:7]2.Cl[C:26]1[N:35]=[CH:34][C:33]2[N:32]([CH3:36])[C:31](=[O:37])[C@@H:30]([CH2:38][CH3:39])[N:29]([CH:40]3[CH2:44][CH2:43][CH2:42][CH2:41]3)[C:28]=2[N:27]=1.O.C1(C)C=CC(S(O)(=O)=O)=CC=1. (3) Given the product [CH3:23][C:14]1[NH:15][CH:11]=[CH:12][C:13]=1[C:24]([OH:26])=[O:25], predict the reactants needed to synthesize it. The reactants are: [OH-].[K+].COC1C=CC([C:11]2[N:15](C3C=CC=CC=3C)[C:14]([CH3:23])=[C:13]([C:24]([O:26]CC)=[O:25])[CH:12]=2)=CC=1.C1COCC1. (4) The reactants are: C(Cl)Cl.Br[C:5]1[CH:13]=[CH:12][CH:11]=[C:10]2[C:6]=1[CH:7]=[CH:8][NH:9]2.[B:14]1([B:14]2[O:18][C:17]([CH3:20])([CH3:19])[C:16]([CH3:22])([CH3:21])[O:15]2)[O:18][C:17]([CH3:20])([CH3:19])[C:16]([CH3:22])([CH3:21])[O:15]1.C([O-])(=O)C.[K+]. Given the product [CH3:21][C:16]1([CH3:22])[C:17]([CH3:20])([CH3:19])[O:18][B:14]([C:5]2[CH:13]=[CH:12][CH:11]=[C:10]3[C:6]=2[CH:7]=[CH:8][NH:9]3)[O:15]1, predict the reactants needed to synthesize it. (5) The reactants are: [F:1][C:2]1[CH:7]=[CH:6][C:5]([O:8][S:9]([CH3:12])(=[O:11])=[O:10])=[C:4]([CH:13]=[O:14])[CH:3]=1.[BH4-].[Na+]. Given the product [F:1][C:2]1[CH:7]=[CH:6][C:5]([O:8][S:9]([CH3:12])(=[O:11])=[O:10])=[C:4]([CH2:13][OH:14])[CH:3]=1, predict the reactants needed to synthesize it. (6) Given the product [CH3:1][O:2][C:3]1[C:4]2[CH:15]=[C:14]([C:16]([F:19])([F:17])[F:18])[CH:13]=[CH:12][C:5]=2[S:6][C:7]=1[C:8]([OH:10])=[O:9], predict the reactants needed to synthesize it. The reactants are: [CH3:1][O:2][C:3]1[C:4]2[CH:15]=[C:14]([C:16]([F:19])([F:18])[F:17])[CH:13]=[CH:12][C:5]=2[S:6][C:7]=1[C:8]([O:10]C)=[O:9].O.[OH-].[Li+].O. (7) Given the product [N:32]1[C:33]2[C:38](=[CH:37][CH:36]=[CH:35][CH:34]=2)[CH:39]=[CH:40][C:31]=1[CH2:30][O:29][C:28]1[CH:41]=[CH:42][C:25]([C:2]2[C:9]([O:10][CH:11]3[CH2:16][CH2:15][CH2:14][CH2:13][O:12]3)=[CH:8][CH:7]=[C:4]([C:5]#[N:6])[CH:3]=2)=[CH:26][CH:27]=1, predict the reactants needed to synthesize it. The reactants are: Br[C:2]1[CH:3]=[C:4]([CH:7]=[CH:8][C:9]=1[O:10][CH:11]1[CH2:16][CH2:15][CH2:14][CH2:13][O:12]1)[C:5]#[N:6].CC1(C)C(C)(C)OB([C:25]2[CH:42]=[CH:41][C:28]([O:29][CH2:30][C:31]3[CH:40]=[CH:39][C:38]4[C:33](=[CH:34][CH:35]=[CH:36][CH:37]=4)[N:32]=3)=[CH:27][CH:26]=2)O1.C(=O)([O-])[O-].[Cs+].[Cs+].